This data is from Peptide-MHC class II binding affinity with 134,281 pairs from IEDB. The task is: Regression. Given a peptide amino acid sequence and an MHC pseudo amino acid sequence, predict their binding affinity value. This is MHC class II binding data. (1) The peptide sequence is YVDRFFKTLRAEQATQEV. The MHC is DRB1_0901 with pseudo-sequence DRB1_0901. The binding affinity (normalized) is 0.203. (2) The peptide sequence is TLTPMMSSKFPELGM. The MHC is HLA-DPA10201-DPB10101 with pseudo-sequence HLA-DPA10201-DPB10101. The binding affinity (normalized) is 0.199. (3) The peptide sequence is QDKFLANVSTVLTGK. The MHC is DRB3_0202 with pseudo-sequence DRB3_0202. The binding affinity (normalized) is 0.866. (4) The peptide sequence is SGGFSTTVSTEQNVP. The MHC is HLA-DPA10301-DPB10402 with pseudo-sequence HLA-DPA10301-DPB10402. The binding affinity (normalized) is 0.